This data is from Peptide-MHC class I binding affinity with 185,985 pairs from IEDB/IMGT. The task is: Regression. Given a peptide amino acid sequence and an MHC pseudo amino acid sequence, predict their binding affinity value. This is MHC class I binding data. (1) The peptide sequence is ETKLGKAGY. The MHC is HLA-A02:02 with pseudo-sequence HLA-A02:02. The binding affinity (normalized) is 0. (2) The peptide sequence is GIPHPAGLK. The MHC is HLA-A02:01 with pseudo-sequence HLA-A02:01. The binding affinity (normalized) is 0. (3) The peptide sequence is GPGHKARVL. The MHC is HLA-C06:02 with pseudo-sequence HLA-C06:02. The binding affinity (normalized) is 0. (4) The peptide sequence is AVDLSHFLR. The MHC is HLA-C06:02 with pseudo-sequence HLA-C06:02. The binding affinity (normalized) is 0. (5) The peptide sequence is MMETQTSTWF. The MHC is Mamu-A11 with pseudo-sequence Mamu-A11. The binding affinity (normalized) is 0.292. (6) The peptide sequence is ATYGTAVNK. The MHC is HLA-A26:01 with pseudo-sequence HLA-A26:01. The binding affinity (normalized) is 0.0847. (7) The peptide sequence is TPRMCTREEF. The MHC is HLA-B35:01 with pseudo-sequence HLA-B35:01. The binding affinity (normalized) is 0.274. (8) The binding affinity (normalized) is 0.0847. The MHC is HLA-B08:01 with pseudo-sequence HLA-B08:01. The peptide sequence is IPAPGLGAL. (9) The peptide sequence is KEKGPIFRD. The MHC is HLA-A30:01 with pseudo-sequence HLA-A30:01. The binding affinity (normalized) is 0.0847.